This data is from Catalyst prediction with 721,799 reactions and 888 catalyst types from USPTO. The task is: Predict which catalyst facilitates the given reaction. (1) Reactant: [CH:1](=[N:8][N:9]([C:18]1[CH:27]=[CH:26][CH:25]=[CH:24][C:19]=1[C:20](OC)=[O:21])[C:10](=[O:17])[CH2:11][C:12]([O:14][CH2:15][CH3:16])=[O:13])[C:2]1[CH:7]=[CH:6][CH:5]=[CH:4][CH:3]=1.[O-]CC.[Na+].O.Cl. Product: [OH:21][C:20]1[C:19]2[C:18](=[CH:27][CH:26]=[CH:25][CH:24]=2)[N:9]([N:8]=[CH:1][C:2]2[CH:3]=[CH:4][CH:5]=[CH:6][CH:7]=2)[C:10](=[O:17])[C:11]=1[C:12]([O:14][CH2:15][CH3:16])=[O:13]. The catalyst class is: 8. (2) Reactant: [CH2:1]([O:8][C:9]1[CH:10]=[CH:11][C:12]([C@@H:20]([O:23][Si:24]([C:27]([CH3:30])([CH3:29])[CH3:28])([CH3:26])[CH3:25])[CH2:21]Br)=[C:13]2[C:18]=1[NH:17][C:16](=[O:19])[CH:15]=[CH:14]2)[C:2]1[CH:7]=[CH:6][CH:5]=[CH:4][CH:3]=1.[NH2:31][CH2:32][CH2:33][C:34]1[CH:39]=[CH:38][C:37]([OH:40])=[CH:36][CH:35]=1. Product: [CH2:1]([O:8][C:9]1[CH:10]=[CH:11][C:12]([C@@H:20]([O:23][Si:24]([C:27]([CH3:30])([CH3:29])[CH3:28])([CH3:26])[CH3:25])[CH2:21][NH:31][CH2:32][CH2:33][C:34]2[CH:39]=[CH:38][C:37]([OH:40])=[CH:36][CH:35]=2)=[C:13]2[C:18]=1[NH:17][C:16](=[O:19])[CH:15]=[CH:14]2)[C:2]1[CH:7]=[CH:6][CH:5]=[CH:4][CH:3]=1. The catalyst class is: 514. (3) Reactant: [Br:1][C:2]1[CH:3]=[C:4]([NH:8][C@H:9]([C:12]2[CH:17]=[CH:16][CH:15]=[CH:14][CH:13]=2)[CH2:10][NH2:11])[CH:5]=[N:6][CH:7]=1.C(N(CC)C(C)C)(C)C.[C:27](Cl)(=[O:34])[C:28]1[CH:33]=[CH:32][CH:31]=[CH:30][CH:29]=1. Product: [Br:1][C:2]1[CH:3]=[C:4]([NH:8][C@H:9]([C:12]2[CH:17]=[CH:16][CH:15]=[CH:14][CH:13]=2)[CH2:10][NH:11][C:27](=[O:34])[C:28]2[CH:33]=[CH:32][CH:31]=[CH:30][CH:29]=2)[CH:5]=[N:6][CH:7]=1. The catalyst class is: 46. (4) Reactant: C[O:2][C:3]([C:5]1[CH2:6][N:7]([C:29]([O:31][C:32]([CH3:35])([CH3:34])[CH3:33])=[O:30])[CH2:8][CH2:9][C:10]=1[C:11]1[CH:16]=[CH:15][C:14]([CH2:17][CH2:18][CH2:19][O:20][C:21]2[CH:26]=[C:25]([F:27])[CH:24]=[CH:23][C:22]=2[F:28])=[CH:13][CH:12]=1)=[O:4].[OH-].[Na+].Cl. Product: [C:32]([O:31][C:29]([N:7]1[CH2:8][CH2:9][C:10]([C:11]2[CH:12]=[CH:13][C:14]([CH2:17][CH2:18][CH2:19][O:20][C:21]3[CH:26]=[C:25]([F:27])[CH:24]=[CH:23][C:22]=3[F:28])=[CH:15][CH:16]=2)=[C:5]([C:3]([OH:4])=[O:2])[CH2:6]1)=[O:30])([CH3:35])([CH3:33])[CH3:34]. The catalyst class is: 14. (5) Reactant: Cl.[CH3:2][C:3]1[C:7]([C:8]2[CH:9]=[C:10]3[N:19]([CH3:20])[CH:18]=[CH:17][C:11]3=[N:12][C:13]=2[C@@H:14]([NH2:16])[CH3:15])=[C:6]([CH3:21])[NH:5][N:4]=1.[NH2:22][C:23]1[N:28]=[C:27]([NH2:29])[C:26]([C:30]#[N:31])=[C:25](Cl)[N:24]=1.C(N(C(C)C)C(C)C)C. Product: [NH2:22][C:23]1[N:28]=[C:27]([NH2:29])[C:26]([C:30]#[N:31])=[C:25]([NH:16][C@H:14]([C:13]2[N:12]=[C:11]3[CH:17]=[CH:18][N:19]([CH3:20])[C:10]3=[CH:9][C:8]=2[C:7]2[C:6]([CH3:21])=[N:5][NH:4][C:3]=2[CH3:2])[CH3:15])[N:24]=1. The catalyst class is: 10. (6) Reactant: [F:1][C:2]([F:29])([F:28])[C:3]1[CH:23]=[CH:22][C:21]([C:24]([F:27])([F:26])[F:25])=[CH:20][C:4]=1[CH2:5][O:6][C:7]1[CH:8]=[C:9]([C:13]2[N:17]=[N:16][NH:15][C:14]=2[C:18]#[N:19])[CH:10]=[CH:11][CH:12]=1.C(=O)(O)[O-].[Na+].[C:35]([O:39][C:40](=[O:52])[C:41]([CH3:51])([CH3:50])[CH2:42][O:43][C:44]([O:46][CH:47](Cl)[CH3:48])=[O:45])([CH3:38])([CH3:37])[CH3:36].O. Product: [C:35]([O:39][C:40](=[O:52])[C:41]([CH3:51])([CH3:50])[CH2:42][O:43][C:44]([O:46][CH:47]([N:16]1[N:17]=[C:13]([C:9]2[CH:10]=[CH:11][CH:12]=[C:7]([O:6][CH2:5][C:4]3[CH:20]=[C:21]([C:24]([F:26])([F:27])[F:25])[CH:22]=[CH:23][C:3]=3[C:2]([F:1])([F:28])[F:29])[CH:8]=2)[C:14]([C:18]#[N:19])=[N:15]1)[CH3:48])=[O:45])([CH3:37])([CH3:38])[CH3:36]. The catalyst class is: 3.